This data is from Forward reaction prediction with 1.9M reactions from USPTO patents (1976-2016). The task is: Predict the product of the given reaction. (1) Given the reactants Cl.[CH2:2]([O:4][C:5]1[CH:6]=[C:7]2[C:12](=[C:13]3[CH2:17][C:16]([CH3:19])([CH3:18])[O:15][C:14]=13)[C:11]([C:20]1[CH:28]=[CH:27][C:23]([C:24](O)=[O:25])=[C:22]([NH:29][C:30]([C:32]3[CH:37]=[CH:36][CH:35]=[CH:34][N:33]=3)=[O:31])[CH:21]=1)=[N:10][C:9]([CH3:39])([CH3:38])[CH2:8]2)[CH3:3].C1C=C2[N:46]=NN([O-])C2=CC=1.[NH4+].C(N(CC)CC)C.Cl.C(N=C=NCCCN(C)C)C, predict the reaction product. The product is: [NH2:46][C:24]([C:23]1[CH:27]=[CH:28][C:20]([C:11]2[C:12]3[C:7](=[CH:6][C:5]([O:4][CH2:2][CH3:3])=[C:14]4[O:15][C:16]([CH3:18])([CH3:19])[CH2:17][C:13]4=3)[CH2:8][C:9]([CH3:39])([CH3:38])[N:10]=2)=[CH:21][C:22]=1[NH:29][C:30]([C:32]1[CH:37]=[CH:36][CH:35]=[CH:34][N:33]=1)=[O:31])=[O:25]. (2) Given the reactants C(OC([NH:8][CH2:9][CH2:10][CH2:11][CH2:12][CH2:13][C:14]([O:16][CH2:17][C:18]1[CH:23]=[CH:22][CH:21]=[CH:20][CH:19]=1)=[O:15])=O)(C)(C)C.[ClH:24].O1CCOCC1, predict the reaction product. The product is: [ClH:24].[NH2:8][CH2:9][CH2:10][CH2:11][CH2:12][CH2:13][C:14]([O:16][CH2:17][C:18]1[CH:23]=[CH:22][CH:21]=[CH:20][CH:19]=1)=[O:15]. (3) Given the reactants [CH3:1][O:2][C:3]1[CH:4]=[C:5]([CH:8]=[CH:9][C:10]=1[O:11][CH3:12])[CH:6]=O.O.[OH-].[Na+].Cl.[CH3:17][C:18]([CH3:20])=[O:19], predict the reaction product. The product is: [CH3:1][O:2][C:3]1[CH:4]=[C:5]([CH:6]=[CH:17][C:18](=[O:19])[CH3:20])[CH:8]=[CH:9][C:10]=1[O:11][CH3:12].